From a dataset of Forward reaction prediction with 1.9M reactions from USPTO patents (1976-2016). Predict the product of the given reaction. The product is: [C:1]([O:5][C:6]([NH:8][C@H:9]([C:13]([O:15][C:19]([O:18][CH2:16][CH3:17])=[O:20])=[O:14])[CH2:10][S:11][CH3:12])=[O:7])([CH3:4])([CH3:2])[CH3:3]. Given the reactants [C:1]([O:5][C:6]([NH:8][C@H:9]([C:13]([OH:15])=[O:14])[CH2:10][S:11][CH3:12])=[O:7])([CH3:4])([CH3:3])[CH3:2].[CH2:16]([O:18][C:19](Cl)=[O:20])[CH3:17].C(N(CC)CC)C, predict the reaction product.